This data is from Forward reaction prediction with 1.9M reactions from USPTO patents (1976-2016). The task is: Predict the product of the given reaction. Given the reactants [Cl:1][C:2]1[C:23]([O:24]C)=[CH:22][CH:21]=[C:20]([Cl:26])[C:3]=1[NH:4][CH2:5][C:6]1[CH:11]=[C:10]([C:12]2[CH:17]=[CH:16][CH:15]=[C:14]([F:18])[CH:13]=2)[CH:9]=[CH:8][C:7]=1[F:19], predict the reaction product. The product is: [Cl:1][C:2]1[C:3]([NH:4][CH2:5][C:6]2[CH:11]=[C:10]([C:12]3[CH:17]=[CH:16][CH:15]=[C:14]([F:18])[CH:13]=3)[CH:9]=[CH:8][C:7]=2[F:19])=[C:20]([Cl:26])[CH:21]=[CH:22][C:23]=1[OH:24].